Dataset: Catalyst prediction with 721,799 reactions and 888 catalyst types from USPTO. Task: Predict which catalyst facilitates the given reaction. (1) Reactant: [CH2:1]([Mg]Cl)[CH3:2].B(F)(F)F.CCOCC.[CH3:14][O:15][C:16]([C@@H:18]1[CH2:22][CH2:21][CH:20](OC(=O)C)[N:19]1[C:27]([O:29][C:30]([CH3:33])([CH3:32])[CH3:31])=[O:28])=[O:17]. Product: [CH3:14][O:15][C:16]([C@@H:18]1[CH2:22][CH2:21][C@@H:20]([CH2:1][CH3:2])[N:19]1[C:27]([O:29][C:30]([CH3:31])([CH3:32])[CH3:33])=[O:28])=[O:17]. The catalyst class is: 28. (2) Reactant: Cl.C(N(CC)CC)C.[NH2:9][C@H:10]([C:13]([OH:15])=[O:14])[CH2:11][OH:12].C(=O)([O-])O.[Na+].C1C(=O)N([O:28][C:29]([O:31][CH2:32][CH:33]2[C:45]3[C:40](=[CH:41][CH:42]=[CH:43][CH:44]=3)[C:39]3[C:34]2=[CH:35][CH:36]=[CH:37][CH:38]=3)=O)C(=O)C1. Product: [NH:9]([C:29]([O:31][CH2:32][CH:33]1[C:34]2[C:39](=[CH:38][CH:37]=[CH:36][CH:35]=2)[C:40]2[C:45]1=[CH:44][CH:43]=[CH:42][CH:41]=2)=[O:28])[C@H:10]([C:13]([OH:15])=[O:14])[CH2:11][OH:12]. The catalyst class is: 57. (3) Reactant: [CH3:1][O:2][C:3]1[CH:11]=[C:10]2[C:6]([C:7]([CH2:18][C:19]3[N:24]=[C:23]([C:25](=[N:27][OH:28])[NH2:26])[CH:22]=[CH:21][CH:20]=3)=[C:8]([C:12]3[CH:17]=[CH:16][CH:15]=[CH:14][CH:13]=3)[NH:9]2)=[CH:5][CH:4]=1.[C:29](N1C=CN=C1)(N1C=CN=C1)=[O:30].C1CCN2C(=NCCC2)CC1.Cl. Product: [CH3:1][O:2][C:3]1[CH:11]=[C:10]2[C:6]([C:7]([CH2:18][C:19]3[N:24]=[C:23]([C:25]4[NH:26][C:29](=[O:30])[O:28][N:27]=4)[CH:22]=[CH:21][CH:20]=3)=[C:8]([C:12]3[CH:13]=[CH:14][CH:15]=[CH:16][CH:17]=3)[NH:9]2)=[CH:5][CH:4]=1. The catalyst class is: 7.